From a dataset of Full USPTO retrosynthesis dataset with 1.9M reactions from patents (1976-2016). Predict the reactants needed to synthesize the given product. (1) Given the product [CH3:25][C:21]1[O:22][CH:23]=[CH:24][C:20]=1[C:18](=[O:19])[CH2:15][C:12]1[CH:13]=[CH:14][N:9]=[CH:10][CH:11]=1, predict the reactants needed to synthesize it. The reactants are: C([N-]C(C)C)(C)C.[Li+].[N:9]1[CH:14]=[CH:13][C:12]([CH3:15])=[CH:11][CH:10]=1.CN(OC)[C:18]([C:20]1[CH:24]=[CH:23][O:22][C:21]=1[CH3:25])=[O:19]. (2) Given the product [F:52][C:2]([F:1])([F:51])[C:3]1[CH:4]=[C:5]([CH:44]=[C:45]([C:47]([F:48])([F:49])[F:50])[CH:46]=1)[CH2:6][N:7]([CH2:25][C:26]1[CH:31]=[C:30]([O:32][CH2:60][CH3:61])[CH:29]=[CH:28][C:27]=1[C:33]1[CH:38]=[C:37]([CH:39]([CH3:41])[CH3:40])[CH:36]=[CH:35][C:34]=1[O:42][CH3:43])[C:8]1[N:9]=[CH:10][C:11]([O:14][CH2:15][CH2:16][CH2:17][C:18]([O:20][C:21]([CH3:22])([CH3:24])[CH3:23])=[O:19])=[CH:12][N:13]=1, predict the reactants needed to synthesize it. The reactants are: [F:1][C:2]([F:52])([F:51])[C:3]1[CH:4]=[C:5]([CH:44]=[C:45]([C:47]([F:50])([F:49])[F:48])[CH:46]=1)[CH2:6][N:7]([CH2:25][C:26]1[CH:31]=[C:30]([OH:32])[CH:29]=[CH:28][C:27]=1[C:33]1[CH:38]=[C:37]([CH:39]([CH3:41])[CH3:40])[CH:36]=[CH:35][C:34]=1[O:42][CH3:43])[C:8]1[N:13]=[CH:12][C:11]([O:14][CH2:15][CH2:16][CH2:17][C:18]([O:20][C:21]([CH3:24])([CH3:23])[CH3:22])=[O:19])=[CH:10][N:9]=1.C(=O)([O-])[O-].[K+].[K+].I[CH2:60][CH3:61].C(OCC)(=O)C. (3) The reactants are: [CH3:1][C:2]1([CH3:32])[C:11]2[C:6](=[CH:7][C:8]([NH:12][C:13](=[O:31])[C:14]3[CH:19]=[CH:18][CH:17]=[CH:16][C:15]=3[NH:20][CH:21]([C:23]3[CH:28]=[CH:27][N:26]=[C:25]([NH:29][CH3:30])[N:24]=3)[CH3:22])=[CH:9][CH:10]=2)[CH2:5][NH:4][CH2:3]1. Given the product [CH3:32][C:2]1([CH3:1])[C:11]2[C:6](=[CH:7][C:8]([NH:12][C:13](=[O:31])[C:14]3[CH:19]=[CH:18][CH:17]=[CH:16][C:15]=3[NH:20][C@H:21]([C:23]3[CH:28]=[CH:27][N:26]=[C:25]([NH:29][CH3:30])[N:24]=3)[CH3:22])=[CH:9][CH:10]=2)[CH2:5][NH:4][CH2:3]1, predict the reactants needed to synthesize it.